Dataset: Blood-brain barrier penetration binary classification data from Martins et al.. Task: Regression/Classification. Given a drug SMILES string, predict its absorption, distribution, metabolism, or excretion properties. Task type varies by dataset: regression for continuous measurements (e.g., permeability, clearance, half-life) or binary classification for categorical outcomes (e.g., BBB penetration, CYP inhibition). Dataset: bbb_martins. (1) The drug is CN(C)CCOC(c1ccccc1)c1ccc(Br)cc1. The result is 1 (penetrates BBB). (2) The drug is CC12CCC(=O)C=C1CCC1C2C(O)CC2(C)C1CCC2(O)C(=O)COC(=O)CCC1CCCC1. The result is 1 (penetrates BBB).